The task is: Regression. Given a peptide amino acid sequence and an MHC pseudo amino acid sequence, predict their binding affinity value. This is MHC class I binding data.. This data is from Peptide-MHC class I binding affinity with 185,985 pairs from IEDB/IMGT. (1) The peptide sequence is KPINLSNSV. The MHC is HLA-B53:01 with pseudo-sequence HLA-B53:01. The binding affinity (normalized) is 0.348. (2) The peptide sequence is AVSTANIFR. The MHC is HLA-A11:01 with pseudo-sequence HLA-A11:01. The binding affinity (normalized) is 0.583. (3) The peptide sequence is VWAPLILAYFPVF. The MHC is HLA-A26:01 with pseudo-sequence HLA-A26:01. The binding affinity (normalized) is 0.0386. (4) The MHC is HLA-A02:01 with pseudo-sequence HLA-A02:01. The peptide sequence is APFARLLNL. The binding affinity (normalized) is 0. (5) The peptide sequence is ITHETRNYL. The MHC is Mamu-A01 with pseudo-sequence Mamu-A01. The binding affinity (normalized) is 0.702.